This data is from Forward reaction prediction with 1.9M reactions from USPTO patents (1976-2016). The task is: Predict the product of the given reaction. (1) The product is: [CH:9]1([C:7]2[O:8][C:4]3[C:5](=[C:12]([C:15]#[N:16])[C:13]([CH3:14])=[C:2]([C:23]([O:25][CH2:26][CH3:27])=[CH2:24])[C:3]=3[F:17])[N:6]=2)[CH2:11][CH2:10]1. Given the reactants Br[C:2]1[C:3]([F:17])=[C:4]2[O:8][C:7]([CH:9]3[CH2:11][CH2:10]3)=[N:6][C:5]2=[C:12]([C:15]#[N:16])[C:13]=1[CH3:14].C([Sn](CCCC)(CCCC)[C:23]([O:25][CH2:26][CH3:27])=[CH2:24])CCC, predict the reaction product. (2) Given the reactants [Cl:1][C:2]1[CH:3]=[CH:4][C:5]([NH:8][C:9]([C:11]2[CH:16]=[C:15]([Cl:17])[CH:14]=[CH:13][C:12]=2[NH:18][C:19]([C:21]2[CH:26]=[CH:25][C:24]([S:27]([CH3:36])(=[N:29][CH2:30][C:31](OCC)=[O:32])=[O:28])=[CH:23][CH:22]=2)=[O:20])=[O:10])=[N:6][CH:7]=1.[BH4-].[Na+], predict the reaction product. The product is: [Cl:1][C:2]1[CH:3]=[CH:4][C:5]([NH:8][C:9]([C:11]2[CH:16]=[C:15]([Cl:17])[CH:14]=[CH:13][C:12]=2[NH:18][C:19]([C:21]2[CH:26]=[CH:25][C:24]([S:27]([CH3:36])(=[N:29][CH2:30][CH2:31][OH:32])=[O:28])=[CH:23][CH:22]=2)=[O:20])=[O:10])=[N:6][CH:7]=1.